From a dataset of Full USPTO retrosynthesis dataset with 1.9M reactions from patents (1976-2016). Predict the reactants needed to synthesize the given product. (1) Given the product [C:27]([O:31][C:32](=[O:42])[NH:33][CH2:34][CH:35]([NH:41][C:5]1[N:10]=[C:9]([C:11]2[N:15]3[CH:16]=[CH:17][N:18]=[C:19]([N:20]4[CH2:25][CH2:24][N:23]([CH3:26])[CH2:22][CH2:21]4)[C:14]3=[N:13][CH:12]=2)[CH:8]=[CH:7][N:6]=1)[C:36]1[CH:40]=[CH:39][S:38][CH:37]=1)([CH3:30])([CH3:28])[CH3:29], predict the reactants needed to synthesize it. The reactants are: CS([C:5]1[N:10]=[C:9]([C:11]2[N:15]3[CH:16]=[CH:17][N:18]=[C:19]([N:20]4[CH2:25][CH2:24][N:23]([CH3:26])[CH2:22][CH2:21]4)[C:14]3=[N:13][CH:12]=2)[CH:8]=[CH:7][N:6]=1)(=O)=O.[C:27]([O:31][C:32](=[O:42])[NH:33][CH2:34][CH:35]([NH2:41])[C:36]1[CH:40]=[CH:39][S:38][CH:37]=1)([CH3:30])([CH3:29])[CH3:28]. (2) Given the product [Cl:3][C:4]1[CH:9]=[C:8]([Cl:10])[C:7]([O:11][CH3:12])=[CH:6][C:5]=1[CH2:13][C:14]([OH:17])=[O:1], predict the reactants needed to synthesize it. The reactants are: [OH-:1].[Na+].[Cl:3][C:4]1[CH:9]=[C:8]([Cl:10])[C:7]([O:11][CH3:12])=[CH:6][C:5]=1[CH2:13][C:14]#N.Cl.[OH2:17]. (3) Given the product [C:11]12([C:21]3[C:29]4[O:28][C:27]([CH3:30])=[N:26][C:25]=4[CH:24]=[C:23]([C:31]4[N:36]=[CH:35][C:34]([CH:37]=[C:43]5[S:39][C:40](=[O:45])[NH:41][C:42]5=[O:44])=[CH:33][CH:32]=4)[CH:22]=3)[CH2:18][CH:17]3[CH2:16][CH:15]([CH2:14][CH:13]([CH2:19]3)[CH2:12]1)[CH2:20]2, predict the reactants needed to synthesize it. The reactants are: N1CCCCC1.C(O)(=O)C.[C:11]12([C:21]3[C:29]4[O:28][C:27]([CH3:30])=[N:26][C:25]=4[CH:24]=[C:23]([C:31]4[N:36]=[CH:35][C:34]([CH:37]=O)=[CH:33][CH:32]=4)[CH:22]=3)[CH2:20][CH:15]3[CH2:16][CH:17]([CH2:19][CH:13]([CH2:14]3)[CH2:12]1)[CH2:18]2.[S:39]1[CH2:43][C:42](=[O:44])[NH:41][C:40]1=[O:45]. (4) The reactants are: Br[C:2]1[CH:7]=[CH:6][C:5](/[CH:8]=[C:9](\Cl)/[C:10]2[CH:15]=[CH:14][C:13]([CH2:16][CH3:17])=[CH:12][CH:11]=2)=[CH:4][CH:3]=1.[OH-].[K+].[O:21]1CCOC[CH2:22]1. Given the product [CH2:16]([C:13]1[CH:14]=[CH:15][C:10]([C:9]#[C:8][C:5]2[CH:6]=[CH:7][C:2]([CH:22]=[O:21])=[CH:3][CH:4]=2)=[CH:11][CH:12]=1)[CH3:17], predict the reactants needed to synthesize it. (5) Given the product [N:29]1([C:2]2[CH:10]=[CH:9][C:8]([C:11]3[NH:15][C:14]([C:16]4[CH:21]=[CH:20][CH:19]=[CH:18][CH:17]=4)=[N:13][C:12]=3[C:22]3[CH:27]=[CH:26][N:25]=[CH:24][CH:23]=3)=[CH:7][C:3]=2[C:4]([OH:6])=[O:5])[CH2:33][CH2:32][CH2:31][CH2:30]1, predict the reactants needed to synthesize it. The reactants are: F[C:2]1[CH:10]=[CH:9][C:8]([C:11]2[NH:15][C:14]([C:16]3[CH:21]=[CH:20][CH:19]=[CH:18][CH:17]=3)=[N:13][C:12]=2[C:22]2[CH:27]=[CH:26][N:25]=[CH:24][CH:23]=2)=[CH:7][C:3]=1[C:4]([OH:6])=[O:5].Cl.[NH:29]1[CH2:33][CH2:32][CH2:31][CH2:30]1. (6) The reactants are: Br[C:2]1[CH:3]=[C:4]2[C:10]([C@@H:11]([C:13]3[C:18]([O:19][CH:20]([F:22])[F:21])=[CH:17][CH:16]=[C:15]([F:23])[C:14]=3[Cl:24])[CH3:12])=[CH:9][N:8](C(OC(C)(C)C)=O)[C:5]2=[N:6][CH:7]=1.[CH2:32]1[C:35]2(OCC[O:36]2)[CH2:34][CH:33]1[N:40]1[C:44]([CH3:45])=[C:43](B2OC(C)(C)C(C)(C)O2)[CH:42]=[N:41]1.C([O-])([O-])=O.[K+].[K+].O.Cl. Given the product [Cl:24][C:14]1[C:15]([F:23])=[CH:16][CH:17]=[C:18]([O:19][CH:20]([F:21])[F:22])[C:13]=1[C@H:11]([C:10]1[C:4]2[C:5](=[N:6][CH:7]=[C:2]([C:43]3[CH:42]=[N:41][N:40]([CH:33]4[CH2:34][C:35](=[O:36])[CH2:32]4)[C:44]=3[CH3:45])[CH:3]=2)[NH:8][CH:9]=1)[CH3:12], predict the reactants needed to synthesize it. (7) Given the product [N:26]1[CH:27]=[CH:28][CH:29]=[CH:30][C:25]=1[C:2]1[CH:3]=[C:4]([N:7]2[CH2:11][C@:10]3([CH:16]4[CH2:17][CH2:18][N:13]([CH2:14][CH2:15]4)[CH2:12]3)[O:9][C:8]2=[O:19])[S:5][CH:6]=1, predict the reactants needed to synthesize it. The reactants are: Br[C:2]1[CH:3]=[C:4]([N:7]2[CH2:11][C@:10]3([CH:16]4[CH2:17][CH2:18][N:13]([CH2:14][CH2:15]4)[CH2:12]3)[O:9][C:8]2=[O:19])[S:5][CH:6]=1.C([Sn](CCCC)(CCCC)[C:25]1[CH:30]=[CH:29][CH:28]=[CH:27][N:26]=1)CCC. (8) Given the product [NH2:7][C:8]1[CH:13]=[C:12]([CH2:14][NH:15][C:16]2[N:17]=[CH:18][S:19][C:20]=2[C:21]([NH:23][C:24]2[CH:37]=[CH:36][C:27]3[O:28][C:29]([F:34])([F:35])[C:30]([F:33])([F:32])[O:31][C:26]=3[CH:25]=2)=[O:22])[CH:11]=[CH:10][N:9]=1, predict the reactants needed to synthesize it. The reactants are: C(OCC(=O)[NH:7][C:8]1[CH:13]=[C:12]([CH2:14][NH:15][C:16]2[N:17]=[CH:18][S:19][C:20]=2[C:21]([NH:23][C:24]2[CH:37]=[CH:36][C:27]3[O:28][C:29]([F:35])([F:34])[C:30]([F:33])([F:32])[O:31][C:26]=3[CH:25]=2)=[O:22])[CH:11]=[CH:10][N:9]=1)(=O)C.C(=O)([O-])[O-].[K+].[K+].